This data is from Reaction yield outcomes from USPTO patents with 853,638 reactions. The task is: Predict the reaction yield, written as a fraction of the theoretical maximum amount of product (1.0 means a 100% yield; for example, 0.34 means a 34% yield). (1) The reactants are [CH:1]1([CH2:4][N:5]2[C:10](=[O:11])[C:9]([CH2:12]OS(C)(=O)=O)=[CH:8][C:7]([C:18]3[CH:23]=[CH:22][C:21]([S:24]([CH3:26])=[O:25])=[CH:20][CH:19]=3)=[N:6]2)[CH2:3][CH2:2]1.[CH3:27][N:28]1[CH2:33][CH2:32][NH:31][CH2:30][CH2:29]1. No catalyst specified. The product is [CH:1]1([CH2:4][N:5]2[C:10](=[O:11])[C:9]([CH2:12][N:31]3[CH2:32][CH2:33][N:28]([CH3:27])[CH2:29][CH2:30]3)=[CH:8][C:7]([C:18]3[CH:19]=[CH:20][C:21]([S:24]([CH3:26])=[O:25])=[CH:22][CH:23]=3)=[N:6]2)[CH2:3][CH2:2]1. The yield is 0.606. (2) The reactants are CI.[CH2:3]([O:10][C:11](=[O:26])[CH2:12][CH2:13][C@H:14]([NH:18][C:19]([O:21][C:22]([CH3:25])([CH3:24])[CH3:23])=[O:20])[C:15]([OH:17])=[O:16])[C:4]1[CH:9]=[CH:8][CH:7]=[CH:6][CH:5]=1.[C:27]([O-])([O-])=O.[K+].[K+].CCOC(C)=O. The catalyst is CN(C=O)C.C(Cl)(Cl)Cl.CO. The product is [C:22]([O:21][C:19]([NH:18][C@@H:14]([CH2:13][CH2:12][C:11]([O:10][CH2:3][C:4]1[CH:9]=[CH:8][CH:7]=[CH:6][CH:5]=1)=[O:26])[C:15]([O:17][CH3:27])=[O:16])=[O:20])([CH3:23])([CH3:25])[CH3:24]. The yield is 0.820. (3) The reactants are C[O:2][C:3]([C:5]1[C:13]([NH:14][C:15]2[CH:20]=[CH:19][C:18]([Br:21])=[CH:17][C:16]=2[CH3:22])=[C:12]([F:23])[C:8]2[NH:9][CH:10]=[N:11][C:7]=2[CH:6]=1)=O.O.[NH2:25][NH2:26]. The catalyst is CCO. The product is [Br:21][C:18]1[CH:19]=[CH:20][C:15]([NH:14][C:13]2[C:5]([C:3]([NH:25][NH2:26])=[O:2])=[CH:6][C:7]3[NH:11][CH:10]=[N:9][C:8]=3[C:12]=2[F:23])=[C:16]([CH3:22])[CH:17]=1. The yield is 0.810.